From a dataset of HIV replication inhibition screening data with 41,000+ compounds from the AIDS Antiviral Screen. Binary Classification. Given a drug SMILES string, predict its activity (active/inactive) in a high-throughput screening assay against a specified biological target. (1) The molecule is CC#[N+][Rh+2]1234[O+]=C5OCC(C(=O)OC)[NH+]5[Rh+2]1([N+]#CC)([O+]=C1OCC(C(=O)OC)[NH+]12)([O+]=C1OCC(C(=O)OC)[NH+]13)[NH+]1C(=[O+]4)OCC1C(=O)OC. The result is 0 (inactive). (2) The compound is C=CC1CN(C(=O)OCC)N(C(=O)OCC)C1CCc1ccccc1. The result is 0 (inactive). (3) The compound is O=P(O)(O)CN1CCNCCN(CP(=O)(O)O)CC1. The result is 0 (inactive). (4) The compound is O=C1c2c(F)c(F)c(F)c(F)c2SC2=Nc3cccc4cccc(c34)N12. The result is 0 (inactive).